Dataset: Full USPTO retrosynthesis dataset with 1.9M reactions from patents (1976-2016). Task: Predict the reactants needed to synthesize the given product. (1) Given the product [CH3:8][N:6]1[CH:7]=[C:2]([B:18]2[O:22][C:21]([CH3:24])([CH3:23])[C:20]([CH3:26])([CH3:25])[O:19]2)[CH:3]=[C:4]([NH:10][C:11]2[CH:16]=[C:15]([CH3:17])[N:14]=[CH:13][N:12]=2)[C:5]1=[O:9], predict the reactants needed to synthesize it. The reactants are: Br[C:2]1[CH:3]=[C:4]([NH:10][C:11]2[CH:16]=[C:15]([CH3:17])[N:14]=[CH:13][N:12]=2)[C:5](=[O:9])[N:6]([CH3:8])[CH:7]=1.[B:18]1([B:18]2[O:22][C:21]([CH3:24])([CH3:23])[C:20]([CH3:26])([CH3:25])[O:19]2)[O:22][C:21]([CH3:24])([CH3:23])[C:20]([CH3:26])([CH3:25])[O:19]1.CC(C1C=C(C(C)C)C(C2C=CC=CC=2P(C2CCCCC2)C2CCCCC2)=C(C(C)C)C=1)C.C([O-])(=O)C.[K+]. (2) Given the product [CH3:17][C:15]1([CH3:18])[CH2:14][O:13][C:12]([C:9]2[CH:10]=[CH:11][C:6]([O:5][CH2:4][CH2:3][CH2:2][N:19]3[CH2:24][CH2:23][CH2:22][CH2:21][CH2:20]3)=[CH:7][CH:8]=2)=[N:16]1, predict the reactants needed to synthesize it. The reactants are: Cl[CH2:2][CH2:3][CH2:4][O:5][C:6]1[CH:11]=[CH:10][C:9]([C:12]2[O:13][CH2:14][C:15]([CH3:18])([CH3:17])[N:16]=2)=[CH:8][CH:7]=1.[NH:19]1[CH2:24][CH2:23][CH2:22][CH2:21][CH2:20]1. (3) Given the product [CH:1]1([NH:7][C:41]([C:25]2[C:26]([CH2:39][OH:40])=[C:27]([C:28]3[CH:29]=[CH:30][C:31]([O:34][CH2:35][CH2:36][CH2:37][F:38])=[CH:32][CH:33]=3)[N:23]([C:17]3[CH:18]=[CH:19][C:20]([Cl:22])=[CH:21][C:16]=3[Cl:15])[N:24]=2)=[O:42])[CH2:6][CH2:5][CH2:4][CH2:3][CH2:2]1, predict the reactants needed to synthesize it. The reactants are: [CH:1]1([NH2:7])[CH2:6][CH2:5][CH2:4][CH2:3][CH2:2]1.C([Al](CC)CC)C.[Cl:15][C:16]1[CH:21]=[C:20]([Cl:22])[CH:19]=[CH:18][C:17]=1[N:23]1[C:27]([C:28]2[CH:33]=[CH:32][C:31]([O:34][CH2:35][CH2:36][CH2:37][F:38])=[CH:30][CH:29]=2)=[C:26]([CH2:39][OH:40])[C:25]([C:41]([O-])=[O:42])=[N:24]1.Cl. (4) Given the product [CH3:1][O:2][C:3]1[CH:8]=[CH:7][C:6]([C:9]2([CH2:15][N:17]3[CH2:22][CH2:21][O:20][CH2:19][CH2:18]3)[CH2:14][CH2:13][O:12][CH2:11][CH2:10]2)=[CH:5][CH:4]=1, predict the reactants needed to synthesize it. The reactants are: [CH3:1][O:2][C:3]1[CH:8]=[CH:7][C:6]([C:9]2([C:15]([N:17]3[CH2:22][CH2:21][O:20][CH2:19][CH2:18]3)=O)[CH2:14][CH2:13][O:12][CH2:11][CH2:10]2)=[CH:5][CH:4]=1.[H-].[Al+3].[Li+].[H-].[H-].[H-]. (5) Given the product [NH2:19][C:46]1[C@:45]([F:50])([CH3:49])[CH2:44][C:43]([F:52])([F:51])[C@:42]([C:40]2[CH:41]=[C:36]([NH:35][C:8](=[O:10])[C:5]3[CH:4]=[CH:3][C:2]([F:1])=[CH:7][N:6]=3)[CH:37]=[CH:38][C:39]=2[F:54])([CH3:53])[N:47]=1, predict the reactants needed to synthesize it. The reactants are: [F:1][C:2]1[CH:3]=[CH:4][C:5]([C:8]([OH:10])=O)=[N:6][CH:7]=1.F[P-](F)(F)(F)(F)F.C[N:19](C(N(C)C)=[N+]1C2C(=NC=CC=2)[N+]([O-])=N1)C.[NH2:35][C:36]1[CH:37]=[CH:38][C:39]([F:54])=[C:40]([C@@:42]2([CH3:53])[NH:47][C:46](=S)[C@:45]([F:50])([CH3:49])[CH2:44][C:43]2([F:52])[F:51])[CH:41]=1.C(N(CC)C(C)C)(C)C.N. (6) Given the product [Cl:36][C:33]1[CH:34]=[CH:35][C:30]([C:29]#[C:28][C:2]2[CH:7]=[CH:6][N:5]([C:8]3[CH:13]=[CH:12][C:11]([O:14][CH2:15][C:16]([OH:19])([CH3:18])[CH3:17])=[C:10]([O:20][CH3:21])[CH:9]=3)[C:4](=[O:22])[CH:3]=2)=[CH:31][CH:32]=1, predict the reactants needed to synthesize it. The reactants are: Cl[C:2]1[CH:7]=[CH:6][N:5]([C:8]2[CH:13]=[CH:12][C:11]([O:14][CH2:15][C:16]([OH:19])([CH3:18])[CH3:17])=[C:10]([O:20][CH3:21])[CH:9]=2)[C:4](=[O:22])[CH:3]=1.C([Sn](CCCC)(CCCC)[C:28]#[C:29][C:30]1[CH:35]=[CH:34][C:33]([Cl:36])=[CH:32][CH:31]=1)CCC. (7) Given the product [CH:29]1([C:32]2[N:33]([C:2]3[N:10]=[C:9]4[C:5]([N:6]=[C:7]([CH2:12][N:13]5[CH2:14][CH:15]([N:17]6[CH2:22][CH2:21][O:20][CH2:19][CH2:18]6)[CH2:16]5)[N:8]4[CH3:11])=[C:4]([N:23]4[CH2:24][CH2:25][O:26][CH2:27][CH2:28]4)[N:3]=3)[C:34]3[CH:40]=[CH:39][CH:38]=[CH:37][C:35]=3[N:36]=2)[CH2:31][CH2:30]1, predict the reactants needed to synthesize it. The reactants are: Cl[C:2]1[N:10]=[C:9]2[C:5]([N:6]=[C:7]([CH2:12][N:13]3[CH2:16][CH:15]([N:17]4[CH2:22][CH2:21][O:20][CH2:19][CH2:18]4)[CH2:14]3)[N:8]2[CH3:11])=[C:4]([N:23]2[CH2:28][CH2:27][O:26][CH2:25][CH2:24]2)[N:3]=1.[CH:29]1([C:32]2[NH:33][C:34]3[CH:40]=[CH:39][CH:38]=[CH:37][C:35]=3[N:36]=2)[CH2:31][CH2:30]1.CC(C1C=C(C(C)C)C(C2C=CC=CC=2P(C2CCCCC2)C2CCCCC2)=C(C(C)C)C=1)C.C([O-])([O-])=O.[Cs+].[Cs+].